From a dataset of NCI-60 drug combinations with 297,098 pairs across 59 cell lines. Regression. Given two drug SMILES strings and cell line genomic features, predict the synergy score measuring deviation from expected non-interaction effect. (1) Drug 1: CC1C(C(CC(O1)OC2CC(CC3=C2C(=C4C(=C3O)C(=O)C5=C(C4=O)C(=CC=C5)OC)O)(C(=O)C)O)N)O.Cl. Drug 2: CC1=CC2C(CCC3(C2CCC3(C(=O)C)OC(=O)C)C)C4(C1=CC(=O)CC4)C. Cell line: A498. Synergy scores: CSS=33.1, Synergy_ZIP=1.00, Synergy_Bliss=9.62, Synergy_Loewe=9.70, Synergy_HSA=9.76. (2) Drug 1: CC(C1=C(C=CC(=C1Cl)F)Cl)OC2=C(N=CC(=C2)C3=CN(N=C3)C4CCNCC4)N. Drug 2: C1C(C(OC1N2C=NC(=NC2=O)N)CO)O. Cell line: K-562. Synergy scores: CSS=57.2, Synergy_ZIP=-2.11, Synergy_Bliss=-3.45, Synergy_Loewe=-3.59, Synergy_HSA=-2.16. (3) Drug 1: C1C(C(OC1N2C=NC3=C(N=C(N=C32)Cl)N)CO)O. Drug 2: CNC(=O)C1=NC=CC(=C1)OC2=CC=C(C=C2)NC(=O)NC3=CC(=C(C=C3)Cl)C(F)(F)F. Cell line: LOX IMVI. Synergy scores: CSS=8.51, Synergy_ZIP=-6.01, Synergy_Bliss=-1.52, Synergy_Loewe=-28.5, Synergy_HSA=-2.14. (4) Drug 1: CC1CCC2CC(C(=CC=CC=CC(CC(C(=O)C(C(C(=CC(C(=O)CC(OC(=O)C3CCCCN3C(=O)C(=O)C1(O2)O)C(C)CC4CCC(C(C4)OC)OCCO)C)C)O)OC)C)C)C)OC. Synergy scores: CSS=16.1, Synergy_ZIP=-6.89, Synergy_Bliss=-2.75, Synergy_Loewe=3.65, Synergy_HSA=3.73. Cell line: SW-620. Drug 2: C1C(C(OC1N2C=NC(=NC2=O)N)CO)O. (5) Cell line: ACHN. Drug 1: C1CCC(C1)C(CC#N)N2C=C(C=N2)C3=C4C=CNC4=NC=N3. Synergy scores: CSS=28.8, Synergy_ZIP=2.24, Synergy_Bliss=4.44, Synergy_Loewe=-16.0, Synergy_HSA=3.41. Drug 2: CC1C(C(CC(O1)OC2CC(CC3=C2C(=C4C(=C3O)C(=O)C5=C(C4=O)C(=CC=C5)OC)O)(C(=O)C)O)N)O.Cl. (6) Drug 1: CC(CN1CC(=O)NC(=O)C1)N2CC(=O)NC(=O)C2. Drug 2: CC(C)NC(=O)C1=CC=C(C=C1)CNNC.Cl. Cell line: NCI-H226. Synergy scores: CSS=5.12, Synergy_ZIP=-2.69, Synergy_Bliss=2.25, Synergy_Loewe=-5.76, Synergy_HSA=-1.05. (7) Drug 1: C1CCC(CC1)NC(=O)N(CCCl)N=O. Drug 2: C1=NC2=C(N1)C(=S)N=C(N2)N. Cell line: SN12C. Synergy scores: CSS=35.4, Synergy_ZIP=-9.97, Synergy_Bliss=-1.68, Synergy_Loewe=-5.27, Synergy_HSA=1.87. (8) Drug 1: CCC(=C(C1=CC=CC=C1)C2=CC=C(C=C2)OCCN(C)C)C3=CC=CC=C3.C(C(=O)O)C(CC(=O)O)(C(=O)O)O. Drug 2: CC1=C2C(C(=O)C3(C(CC4C(C3C(C(C2(C)C)(CC1OC(=O)C(C(C5=CC=CC=C5)NC(=O)OC(C)(C)C)O)O)OC(=O)C6=CC=CC=C6)(CO4)OC(=O)C)O)C)O. Cell line: RPMI-8226. Synergy scores: CSS=26.2, Synergy_ZIP=31.8, Synergy_Bliss=30.4, Synergy_Loewe=27.6, Synergy_HSA=27.1.